This data is from Peptide-MHC class II binding affinity with 134,281 pairs from IEDB. The task is: Regression. Given a peptide amino acid sequence and an MHC pseudo amino acid sequence, predict their binding affinity value. This is MHC class II binding data. (1) The peptide sequence is EKKYFAATQFERLAA. The MHC is HLA-DPA10201-DPB10501 with pseudo-sequence HLA-DPA10201-DPB10501. The binding affinity (normalized) is 0.918. (2) The peptide sequence is EGSSIGKLFTQTMKG. The MHC is DRB5_0101 with pseudo-sequence DRB5_0101. The binding affinity (normalized) is 0.778. (3) The peptide sequence is TKVTFHVVGVGPLLH. The MHC is DRB1_0901 with pseudo-sequence DRB1_0901. The binding affinity (normalized) is 0.767. (4) The peptide sequence is GSGGVWREMHHLVEF. The MHC is HLA-DQA10501-DQB10402 with pseudo-sequence HLA-DQA10501-DQB10402. The binding affinity (normalized) is 0.310. (5) The peptide sequence is AAATAGTTVYGTFAA. The MHC is HLA-DPA10103-DPB10601 with pseudo-sequence HLA-DPA10103-DPB10601. The binding affinity (normalized) is 0.114. (6) The peptide sequence is WDDLRSLCLFSYHRLR. The MHC is HLA-DQA10301-DQB10302 with pseudo-sequence HLA-DQA10301-DQB10302. The binding affinity (normalized) is 0.170. (7) The peptide sequence is GCQTYKWETFLTSEL. The MHC is DRB3_0202 with pseudo-sequence DRB3_0202. The binding affinity (normalized) is 0.0908. (8) The peptide sequence is NGSQFFLCTAKTAWL. The MHC is HLA-DPA10301-DPB10402 with pseudo-sequence HLA-DPA10301-DPB10402. The binding affinity (normalized) is 0.420. (9) The peptide sequence is TSKLDAAYKLAYKTA. The MHC is HLA-DPA10301-DPB10402 with pseudo-sequence HLA-DPA10301-DPB10402. The binding affinity (normalized) is 0.444.